Task: Predict the reaction yield, written as a fraction of the theoretical maximum amount of product (1.0 means a 100% yield; for example, 0.34 means a 34% yield).. Dataset: Reaction yield outcomes from USPTO patents with 853,638 reactions (1) The reactants are Cl.[NH2:2][CH2:3][C:4]([O:6][CH2:7][CH3:8])=[O:5].[CH3:9][C:10]([CH3:12])=O.C(O[BH-](OC(=O)C)OC(=O)C)(=O)C.[Na+].[OH-].[Na+]. The catalyst is C1COCC1.C(OCC)(=O)C.O.C(O)(=O)C. The product is [CH:10]([NH:2][CH2:3][C:4]([O:6][CH2:7][CH3:8])=[O:5])([CH3:12])[CH3:9]. The yield is 0.850. (2) The reactants are [Br:1][C:2]1[CH:3]=[C:4]2[C:8](=[CH:9][CH:10]=1)[NH:7][C:6](=[O:11])[CH2:5]2.[CH2:12]([N:14]([CH2:29][CH3:30])[CH2:15][CH2:16][CH2:17][NH:18][C:19]([C:21]1[NH:22][C:23]([CH:27]=O)=[CH:24][C:25]=1[CH3:26])=[O:20])[CH3:13]. No catalyst specified. The product is [CH2:29]([N:14]([CH2:12][CH3:13])[CH2:15][CH2:16][CH2:17][NH:18][C:19]([C:21]1[NH:22][C:23]([CH:27]=[C:5]2[C:4]3[C:8](=[CH:9][CH:10]=[C:2]([Br:1])[CH:3]=3)[NH:7][C:6]2=[O:11])=[CH:24][C:25]=1[CH3:26])=[O:20])[CH3:30]. The yield is 0.150. (3) The reactants are Cl[C:2]1[C:7]([CH:8]=[O:9])=[C:6]([N:10]2[CH2:22][CH2:21][N:13]3[C:14]4[CH2:15][CH2:16][CH2:17][CH2:18][C:19]=4[CH:20]=[C:12]3[C:11]2=[O:23])[N:5]=[CH:4][CH:3]=1.[CH3:24][N:25]1[CH:30]=[C:29](B2OC(C)(C)C(C)(C)O2)[CH:28]=[C:27]([NH:40][C:41]2[CH:46]=[CH:45][C:44]([N:47]3[CH2:52][CH2:51][N:50]([CH:53]4[CH2:56][O:55][CH2:54]4)[CH2:49][CH2:48]3)=[CH:43][N:42]=2)[C:26]1=[O:57]. The catalyst is C1C=CC(P(C2C=CC=CC=2)[C-]2C=CC=C2)=CC=1.C1C=CC(P(C2C=CC=CC=2)[C-]2C=CC=C2)=CC=1.Cl[Pd]Cl.[Fe+2].O1CCCC1. The product is [CH3:24][N:25]1[C:26](=[O:57])[C:27]([NH:40][C:41]2[CH:46]=[CH:45][C:44]([N:47]3[CH2:52][CH2:51][N:50]([CH:53]4[CH2:54][O:55][CH2:56]4)[CH2:49][CH2:48]3)=[CH:43][N:42]=2)=[CH:28][C:29]([C:2]2[C:7]([CH:8]=[O:9])=[C:6]([N:10]3[CH2:22][CH2:21][N:13]4[C:14]5[CH2:15][CH2:16][CH2:17][CH2:18][C:19]=5[CH:20]=[C:12]4[C:11]3=[O:23])[N:5]=[CH:4][CH:3]=2)=[CH:30]1. The yield is 0.730.